From a dataset of Reaction yield outcomes from USPTO patents with 853,638 reactions. Predict the reaction yield, written as a fraction of the theoretical maximum amount of product (1.0 means a 100% yield; for example, 0.34 means a 34% yield). (1) The reactants are [CH3:1][C:2]1[CH:6]=[CH:5][S:4][CH:3]=1.[Li]CCCC.[O:12]1[CH2:14][CH2:13]1. The catalyst is CCOCC. The product is [CH3:1][C:2]1[CH:6]=[C:5]([CH2:14][CH2:13][OH:12])[S:4][CH:3]=1. The yield is 0.860. (2) The product is [CH:1]1([C:5]2[C:14]([C:15]3[NH:19][C:18]([CH2:20][CH3:21])=[N:17][N:16]=3)=[CH:13][C:8]([C:9]([OH:11])=[O:10])=[C:7]([CH2:22][CH3:23])[CH:6]=2)[CH2:2][CH2:3][CH2:4]1. The catalyst is CO.O. The reactants are [CH:1]1([C:5]2[C:14]([C:15]3[NH:19][C:18]([CH2:20][CH3:21])=[N:17][N:16]=3)=[CH:13][C:8]([C:9]([O:11]C)=[O:10])=[C:7]([CH2:22][CH3:23])[CH:6]=2)[CH2:4][CH2:3][CH2:2]1.[OH-].[Na+]. The yield is 0.930. (3) The reactants are Br[C:2]1[C:3](=[O:16])[N:4]([CH3:15])[C:5](=[O:14])[C:6]=1[N:7]1[CH2:12][CH2:11][C:10](=[O:13])[CH2:9][CH2:8]1.CC1(C)C(C)(C)OB([C:25]2[CH:42]=[CH:41][C:28]([O:29][CH2:30][C:31]3[CH:40]=[CH:39][C:38]4[C:33](=[CH:34][CH:35]=[CH:36][CH:37]=4)[N:32]=3)=[CH:27][CH:26]=2)O1.C([O-])([O-])=O.[Na+].[Na+]. The catalyst is O1CCOCC1.O.C1C=CC([P]([Pd]([P](C2C=CC=CC=2)(C2C=CC=CC=2)C2C=CC=CC=2)([P](C2C=CC=CC=2)(C2C=CC=CC=2)C2C=CC=CC=2)[P](C2C=CC=CC=2)(C2C=CC=CC=2)C2C=CC=CC=2)(C2C=CC=CC=2)C2C=CC=CC=2)=CC=1. The product is [CH3:15][N:4]1[C:3](=[O:16])[C:2]([C:25]2[CH:26]=[CH:27][C:28]([O:29][CH2:30][C:31]3[CH:40]=[CH:39][C:38]4[C:33](=[CH:34][CH:35]=[CH:36][CH:37]=4)[N:32]=3)=[CH:41][CH:42]=2)=[C:6]([N:7]2[CH2:12][CH2:11][C:10](=[O:13])[CH2:9][CH2:8]2)[C:5]1=[O:14]. The yield is 0.520. (4) The reactants are [Br:1][C:2]1[CH:3]=[C:4]([CH:7]=[O:8])[S:5][CH:6]=1.[CH2:9](O)[CH2:10][OH:11]. The catalyst is C1(C)C=CC=CC=1.C1(C)C=CC(S(O)(=O)=O)=CC=1. The product is [Br:1][C:2]1[CH:3]=[C:4]([CH:7]2[O:11][CH2:10][CH2:9][O:8]2)[S:5][CH:6]=1. The yield is 0.980. (5) The reactants are C1(C)C=CC=CC=1.[Br:8][C:9]1[CH:14]=[CH:13][C:12]([CH2:15]Br)=[C:11]([F:17])[CH:10]=1.CC(C)(C)C[O-].[K+].[Br:25][C:26]1[C:31]([F:32])=[CH:30][C:29]([NH:33][C:34]([C:36]2[C:41](=[O:42])[NH:40][N:39]3[CH2:43][CH2:44][CH2:45][C@:38]3([CH3:46])[C:37]=2[OH:47])=[O:35])=[CH:28][C:27]=1[F:48]. The catalyst is CN(C)C=O. The product is [Br:25][C:26]1[C:31]([F:32])=[CH:30][C:29]([NH:33][C:34]([C:36]2[C:41](=[O:42])[N:40]([CH2:15][C:12]3[CH:13]=[CH:14][C:9]([Br:8])=[CH:10][C:11]=3[F:17])[N:39]3[CH2:43][CH2:44][CH2:45][C@:38]3([CH3:46])[C:37]=2[OH:47])=[O:35])=[CH:28][C:27]=1[F:48]. The yield is 0.200. (6) The reactants are [CH3:1][O:2][CH:3]1[CH2:6][N:5]([C:7]2[CH:8]=[CH:9][C:10]([N+:13]([O-])=O)=[N:11][CH:12]=2)[CH2:4]1. The catalyst is CO.[Pd]. The product is [CH3:1][O:2][CH:3]1[CH2:6][N:5]([C:7]2[CH:8]=[CH:9][C:10]([NH2:13])=[N:11][CH:12]=2)[CH2:4]1. The yield is 0.930. (7) The reactants are [F:1][C:2]1[CH:7]=[CH:6][C:5]([CH:8]([CH:35]2[CH2:40][CH2:39][O:38][CH2:37][CH2:36]2)[N:9]2[C:17]3[CH:16]=[C:15]([C:18]([O:20][CH3:21])=[O:19])[CH:14]=[CH:13][C:12]=3[C:11]3[N:22]=[CH:23][C:24](B4OC(C)(C)C(C)(C)O4)=[CH:25][C:10]2=3)=[CH:4][CH:3]=1.I[C:42]1[CH:43]=[N:44][O:45][C:46]=1[CH3:47].P(=O)(O)(O)O.[K]. The catalyst is CCOC(C)=O.C1C=CC(P(C2C=CC=CC=2)[C-]2C=CC=C2)=CC=1.C1C=CC(P(C2C=CC=CC=2)[C-]2C=CC=C2)=CC=1.Cl[Pd]Cl.[Fe+2].C1COCC1. The product is [F:1][C:2]1[CH:7]=[CH:6][C:5]([CH:8]([CH:35]2[CH2:40][CH2:39][O:38][CH2:37][CH2:36]2)[N:9]2[C:17]3[CH:16]=[C:15]([C:18]([O:20][CH3:21])=[O:19])[CH:14]=[CH:13][C:12]=3[C:11]3[N:22]=[CH:23][C:24]([C:42]4[CH:43]=[N:44][O:45][C:46]=4[CH3:47])=[CH:25][C:10]2=3)=[CH:4][CH:3]=1. The yield is 0.720.